This data is from Full USPTO retrosynthesis dataset with 1.9M reactions from patents (1976-2016). The task is: Predict the reactants needed to synthesize the given product. Given the product [F:19][CH2:6][C@@H:7]1[CH2:11][CH2:10][N:9]([C:12]([O:14][C:15]([CH3:18])([CH3:17])[CH3:16])=[O:13])[CH2:8]1, predict the reactants needed to synthesize it. The reactants are: CS(O[CH2:6][C@@H:7]1[CH2:11][CH2:10][N:9]([C:12]([O:14][C:15]([CH3:18])([CH3:17])[CH3:16])=[O:13])[CH2:8]1)(=O)=O.[F-:19].C([N+](CCCC)(CCCC)CCCC)CCC.